This data is from Forward reaction prediction with 1.9M reactions from USPTO patents (1976-2016). The task is: Predict the product of the given reaction. (1) Given the reactants [CH3:1][O:2][C:3]1[CH:8]=[C:7]([O:9][CH3:10])[CH:6]=[CH:5][C:4]=1[C:11]1[C:19]2[C:14](=[N:15][C:16]([NH2:20])=[N:17][CH:18]=2)[N:13]([CH3:21])[N:12]=1.[Cl:22]N1C(=O)N(Cl)C(=O)N(Cl)C1=O, predict the reaction product. The product is: [Cl:22][C:6]1[C:7]([O:9][CH3:10])=[CH:8][C:3]([O:2][CH3:1])=[C:4]([C:11]2[C:19]3[C:14](=[N:15][C:16]([NH2:20])=[N:17][CH:18]=3)[N:13]([CH3:21])[N:12]=2)[CH:5]=1. (2) Given the reactants C(N(C(C)C)C(C)C)C.[C:21]([O:20][C:18](O[C:18]([O:20][C:21]([CH3:24])([CH3:23])[CH3:22])=[O:19])=[O:19])([CH3:24])([CH3:23])[CH3:22].[CH:25]1([CH2:31][CH2:32][CH2:33][NH:34][CH3:35])[CH2:30][CH2:29][CH:28]=[CH:27][CH2:26]1.ClCCl, predict the reaction product. The product is: [C:21]([O:20][C:18](=[O:19])[N:34]([CH2:33][CH2:32][CH2:31][CH:25]1[CH2:30][CH2:29][CH:28]=[CH:27][CH2:26]1)[CH3:35])([CH3:22])([CH3:23])[CH3:24]. (3) Given the reactants [BH4-].[Na+].[C:3]([O:7][C:8](=[O:22])[N:9]([C@H:11]([C:17]1[O:18][CH:19]=[CH:20][CH:21]=1)[C@H:12]([CH3:16])[CH2:13][CH:14]=[O:15])[CH3:10])([CH3:6])([CH3:5])[CH3:4], predict the reaction product. The product is: [C:3]([O:7][C:8](=[O:22])[N:9]([C@H:11]([C:17]1[O:18][CH:19]=[CH:20][CH:21]=1)[C@H:12]([CH3:16])[CH2:13][CH2:14][OH:15])[CH3:10])([CH3:4])([CH3:5])[CH3:6]. (4) Given the reactants [N:1]1[CH:6]=[CH:5][C:4]([CH2:7][C:8]([C:10]2[CH:15]=[CH:14][C:13]([O:16][CH2:17][C:18]3[CH:27]=[CH:26][C:25]4[C:20](=[CH:21][CH:22]=[CH:23][CH:24]=4)[N:19]=3)=[CH:12][CH:11]=2)=[O:9])=[CH:3][CH:2]=1.[F:28]C1C=C(OCC2C=CC3C(=CC=CC=3)N=2)C=CC=1C(N(OC)C)=O, predict the reaction product. The product is: [F:28][C:11]1[CH:12]=[C:13]([O:16][CH2:17][C:18]2[CH:27]=[CH:26][C:25]3[C:20](=[CH:21][CH:22]=[CH:23][CH:24]=3)[N:19]=2)[CH:14]=[CH:15][C:10]=1[C:8](=[O:9])[CH2:7][C:4]1[CH:3]=[CH:2][N:1]=[CH:6][CH:5]=1. (5) Given the reactants [CH2:1]([N:8]1[CH:13]=[C:12]([C:14]2[CH:19]=[CH:18][C:17]([C:20]3[C:25]4[O:26][C:27]5[CH:32]=[CH:31][CH:30]=[CH:29][C:28]=5[C:24]=4[CH:23]=[CH:22][CH:21]=3)=[CH:16][CH:15]=2)[CH:11]=[C:10]([N+:33]([O-])=O)[C:9]1=[O:36])[C:2]1[CH:7]=[CH:6][CH:5]=[CH:4][CH:3]=1, predict the reaction product. The product is: [NH2:33][C:10]1[C:9](=[O:36])[N:8]([CH2:1][C:2]2[CH:7]=[CH:6][CH:5]=[CH:4][CH:3]=2)[CH:13]=[C:12]([C:14]2[CH:19]=[CH:18][C:17]([C:20]3[C:25]4[O:26][C:27]5[CH:32]=[CH:31][CH:30]=[CH:29][C:28]=5[C:24]=4[CH:23]=[CH:22][CH:21]=3)=[CH:16][CH:15]=2)[CH:11]=1. (6) Given the reactants CCN(CC)CC.C(O)=O.FC(F)(F)S(O[C:17]1[CH:22]=[CH:21][CH:20]=[C:19]([C@H:23]([OH:34])[CH2:24][CH2:25][NH:26][C:27]([O:29][C:30]([CH3:33])([CH3:32])[CH3:31])=[O:28])[CH:18]=1)(=O)=O.C1(P(C2C=CC=CC=2)CCCP(C2C=CC=CC=2)C2C=CC=CC=2)C=CC=CC=1, predict the reaction product. The product is: [OH:34][C@@H:23]([C:19]1[CH:18]=[CH:17][CH:22]=[CH:21][CH:20]=1)[CH2:24][CH2:25][NH:26][C:27](=[O:28])[O:29][C:30]([CH3:33])([CH3:32])[CH3:31]. (7) Given the reactants [Cl:1][C:2]1[N:7]=[C:6](Cl)[C:5]([CH3:9])=[CH:4][N:3]=1.[N:10]1([C:16]([O:18][C:19]([CH3:22])([CH3:21])[CH3:20])=[O:17])[CH2:15][CH2:14][NH:13][CH2:12][CH2:11]1.CCN(C(C)C)C(C)C, predict the reaction product. The product is: [Cl:1][C:2]1[N:7]=[C:6]([N:13]2[CH2:12][CH2:11][N:10]([C:16]([O:18][C:19]([CH3:22])([CH3:21])[CH3:20])=[O:17])[CH2:15][CH2:14]2)[C:5]([CH3:9])=[CH:4][N:3]=1. (8) Given the reactants [CH2:1]([O:3][C:4](=[O:13])[CH2:5][CH:6]1[CH2:11][CH2:10][CH:9](O)[CH2:8][CH2:7]1)[CH3:2].[I:14]I.N1C=CN=C1.C1(P(C2C=CC=CC=2)C2C=CC=CC=2)C=CC=CC=1, predict the reaction product. The product is: [CH2:1]([O:3][C:4](=[O:13])[CH2:5][CH:6]1[CH2:11][CH2:10][CH:9]([I:14])[CH2:8][CH2:7]1)[CH3:2].